From a dataset of Forward reaction prediction with 1.9M reactions from USPTO patents (1976-2016). Predict the product of the given reaction. (1) The product is: [Cl:6][C:7]1[C:15]2[C:10](=[N:11][CH:12]=[CH:13][C:14]=2[NH:16][C:17]2[CH:22]=[CH:21][C:20]([NH2:23])=[CH:19][C:18]=2[F:26])[NH:9][CH:8]=1. Given the reactants O.O.[Sn](Cl)Cl.[Cl:6][C:7]1[C:15]2[C:14]([NH:16][C:17]3[CH:22]=[CH:21][C:20]([N+:23]([O-])=O)=[CH:19][C:18]=3[F:26])=[CH:13][CH:12]=[N:11][C:10]=2[NH:9][CH:8]=1.O.C(=O)(O)[O-].[Na+], predict the reaction product. (2) Given the reactants COC1C=CC(C[N:8]2[C:12]3[C:13](=[O:22])[C:14]4[CH:15]=[N:16][N:17]=[CH:18][C:19]=4[C:20](=[O:21])[C:11]=3[N:10]=[N:9]2)=CC=1.[OH-].[Na+], predict the reaction product. The product is: [NH:8]1[C:12]2[C:13](=[O:22])[C:14]3[CH:15]=[N:16][N:17]=[CH:18][C:19]=3[C:20](=[O:21])[C:11]=2[N:10]=[N:9]1.